Dataset: Catalyst prediction with 721,799 reactions and 888 catalyst types from USPTO. Task: Predict which catalyst facilitates the given reaction. (1) Reactant: [I:1][C:2]1[CH:3]=[C:4]([CH:7]=[CH:8][CH:9]=1)[CH2:5]Br.[CH:10]1([NH2:13])[CH2:12][CH2:11]1. Product: [CH:10]1([NH:13][CH2:5][C:4]2[CH:7]=[CH:8][CH:9]=[C:2]([I:1])[CH:3]=2)[CH2:12][CH2:11]1. The catalyst class is: 8. (2) Reactant: [Cl:1][C:2]1[N:3]=[C:4]([N:13]2[CH2:18][CH2:17][O:16][CH2:15][CH2:14]2)[C:5]2[S:10][C:9]([CH:11]=[O:12])=[CH:8][C:6]=2[N:7]=1.[BH4-].[Na+]. Product: [Cl:1][C:2]1[N:3]=[C:4]([N:13]2[CH2:14][CH2:15][O:16][CH2:17][CH2:18]2)[C:5]2[S:10][C:9]([CH2:11][OH:12])=[CH:8][C:6]=2[N:7]=1. The catalyst class is: 8.